Task: Predict the reactants needed to synthesize the given product.. Dataset: Full USPTO retrosynthesis dataset with 1.9M reactions from patents (1976-2016) (1) The reactants are: C(OC([NH:11][C@@H:12]1[CH2:17][CH2:16][N:15]([C:18]([O:20][CH2:21][CH3:22])=[O:19])[CH2:14][C@@H:13]1[O:23][CH3:24])=O)C1C=CC=CC=1. Given the product [NH2:11][C@@H:12]1[CH2:17][CH2:16][N:15]([C:18]([O:20][CH2:21][CH3:22])=[O:19])[CH2:14][C@@H:13]1[O:23][CH3:24], predict the reactants needed to synthesize it. (2) Given the product [CH3:17][N:18]1[CH2:23][CH2:22][N:21]([N:2]2[CH2:11][C:10](=[O:12])[C:9]3[C:8]4[CH:13]=[CH:14][CH:15]=[CH:16][C:7]=4[CH:6]=[CH:5][C:4]=3[CH2:3]2)[CH2:20][CH2:19]1, predict the reactants needed to synthesize it. The reactants are: Cl[N:2]1[CH2:11][C:10](=[O:12])[C:9]2[C:8]3[CH:13]=[CH:14][CH:15]=[CH:16][C:7]=3[CH:6]=[CH:5][C:4]=2[CH2:3]1.[CH3:17][N:18]1[CH2:23][CH2:22][NH:21][CH2:20][CH2:19]1. (3) Given the product [CH2:1]([N:8]1[C@H:9]([CH2:14][OH:15])[CH2:10][CH2:11][C:12]1=[O:13])[C:2]1[CH:3]=[CH:4][CH:5]=[CH:6][CH:7]=1, predict the reactants needed to synthesize it. The reactants are: [CH2:1]([N:8]1[C:12](=[O:13])[CH2:11][CH2:10][C@H:9]1[C:14](OC)=[O:15])[C:2]1[CH:7]=[CH:6][CH:5]=[CH:4][CH:3]=1.[Li+].[BH4-]. (4) Given the product [CH3:37][C:36]1[O:13][C:11]([C:2]2[CH:3]=[C:4]([C:55]([NH:53][C:52]3[S:15][C:16]([C:20]4[CH:19]=[CH:31][N:29]=[CH:28][CH:27]=4)=[N:17][N:18]=3)=[O:56])[C:5]3[C:10](=[CH:9][CH:8]=[CH:7][CH:6]=3)[N:1]=2)=[CH:34][CH:35]=1, predict the reactants needed to synthesize it. The reactants are: [N:1]1[C:10]2[C:5](=[CH:6][CH:7]=[CH:8][CH:9]=2)[CH:4]=[CH:3][C:2]=1[C:11]([OH:13])=O.N[S:15][C:16]1[CH:20]=[CH:19][NH:18][N:17]=1.CCN=C=NC[CH2:27][CH2:28][N:29]([CH3:31])C.Cl.C1[CH:34]=[CH:35][C:36]2N(O)N=N[C:37]=2C=1.CN1CCOCC1.[Cl-].[NH4+].[CH3:52][N:53]([CH:55]=[O:56])C. (5) Given the product [C:1]([O:5][C:6](=[O:23])[N:7]([CH3:24])[C:8]1[C:9]([O:15][C:16]2[CH:21]=[CH:20][CH:19]=[CH:18][C:17]=2[CH3:22])=[N:10][C:11]([CH3:14])=[N:12][CH:13]=1)([CH3:4])([CH3:3])[CH3:2], predict the reactants needed to synthesize it. The reactants are: [C:1]([O:5][C:6](=[O:23])[NH:7][C:8]1[C:9]([O:15][C:16]2[CH:21]=[CH:20][CH:19]=[CH:18][C:17]=2[CH3:22])=[N:10][C:11]([CH3:14])=[N:12][CH:13]=1)([CH3:4])([CH3:3])[CH3:2].[CH3:24]N(C)C=O.CI.